Dataset: Catalyst prediction with 721,799 reactions and 888 catalyst types from USPTO. Task: Predict which catalyst facilitates the given reaction. (1) Reactant: [CH2:1]([O:8][C:9]([NH:11][C@H:12]([C:17]([N:19]1[CH2:27][C@H:26]([O:28][C:29]2[C:34]([CH:35]=[CH2:36])=[CH:33][CH:32]=[CH:31][N:30]=2)[CH2:25][C@H:20]1[C:21]([O:23][CH3:24])=[O:22])=[O:18])[C:13]([CH3:16])([CH3:15])[CH3:14])=[O:10])[CH2:2][CH2:3][CH2:4][CH2:5]C=C. The catalyst class is: 2. Product: [C:13]([C@H:12]1[C:17](=[O:18])[N:19]2[CH2:27][C@@H:26]([CH2:25][C@H:20]2[C:21]([O:23][CH3:24])=[O:22])[O:28][C:29]2[N:30]=[CH:31][CH:32]=[CH:33][C:34]=2[CH:35]=[CH:36][CH2:5][CH2:4][CH2:3][CH2:2][CH2:1][O:8][C:9](=[O:10])[NH:11]1)([CH3:16])([CH3:15])[CH3:14]. (2) Reactant: [F:1][C:2]([F:27])([F:26])[O:3][C:4]1[CH:9]=[CH:8][C:7]([NH:10][C:11]2[N:16]=[CH:15][N:14]=[C:13]([C:17]3[CH:25]=[CH:24][C:20]([C:21]([OH:23])=O)=[CH:19][CH:18]=3)[N:12]=2)=[CH:6][CH:5]=1.[CH3:28][N:29]([CH3:33])[CH2:30][CH2:31][NH2:32].CN(C(ON1N=NC2C=CC=NC1=2)=[N+](C)C)C.F[P-](F)(F)(F)(F)F.CCN(C(C)C)C(C)C. Product: [CH3:28][N:29]([CH3:33])[CH2:30][CH2:31][NH:32][C:21](=[O:23])[C:20]1[CH:19]=[CH:18][C:17]([C:13]2[N:12]=[C:11]([NH:10][C:7]3[CH:8]=[CH:9][C:4]([O:3][C:2]([F:27])([F:1])[F:26])=[CH:5][CH:6]=3)[N:16]=[CH:15][N:14]=2)=[CH:25][CH:24]=1. The catalyst class is: 3.